Dataset: Forward reaction prediction with 1.9M reactions from USPTO patents (1976-2016). Task: Predict the product of the given reaction. The product is: [Cl:37][C:33]1[CH:34]=[CH:35][CH:36]=[C:31]([Cl:30])[C:32]=1[C:38]1[C:42]([CH2:43][O:44][C:45]2[N:50]=[C:49]([C:51]([F:53])([F:54])[F:52])[C:48]([N:55]([CH2:57][C:58]3[CH:59]=[CH:60][C:61]([C:62]([O:64][CH2:74][CH:72]([OH:73])[CH2:71][OH:70])=[O:63])=[CH:65][CH:66]=3)[CH3:56])=[CH:47][CH:46]=2)=[C:41]([CH:67]([CH3:69])[CH3:68])[O:40][N:39]=1. Given the reactants CN(C(ON1N=NC2C=CC=CC1=2)=[N+](C)C)C.[B-](F)(F)(F)F.C(N(CC)CC)C.[Cl:30][C:31]1[CH:36]=[CH:35][CH:34]=[C:33]([Cl:37])[C:32]=1[C:38]1[C:42]([CH2:43][O:44][C:45]2[N:50]=[C:49]([C:51]([F:54])([F:53])[F:52])[C:48]([N:55]([CH2:57][C:58]3[CH:66]=[CH:65][C:61]([C:62]([OH:64])=[O:63])=[CH:60][CH:59]=3)[CH3:56])=[CH:47][CH:46]=2)=[C:41]([CH:67]([CH3:69])[CH3:68])[O:40][N:39]=1.[OH:70][CH2:71][CH:72]([CH2:74]O)[OH:73], predict the reaction product.